This data is from Forward reaction prediction with 1.9M reactions from USPTO patents (1976-2016). The task is: Predict the product of the given reaction. (1) The product is: [CH2:34]([NH:41][C:17]([C:13]1[CH:12]=[C:11]([C:7]2[CH:8]=[CH:9][CH:10]=[C:5]([C:3]([O:2][CH3:1])=[O:4])[CH:6]=2)[CH:16]=[CH:15][CH:14]=1)=[O:19])[C:35]1[CH:40]=[CH:39][CH:38]=[CH:37][CH:36]=1. Given the reactants [CH3:1][O:2][C:3]([C:5]1[CH:6]=[C:7]([C:11]2[CH:16]=[CH:15][CH:14]=[C:13]([C:17]([OH:19])=O)[CH:12]=2)[CH:8]=[CH:9][CH:10]=1)=[O:4].C(Cl)CCl.C1C=CC2N(O)N=NC=2C=1.[CH2:34]([NH2:41])[C:35]1[CH:40]=[CH:39][CH:38]=[CH:37][CH:36]=1, predict the reaction product. (2) Given the reactants [I:1][C:2]1[N:6]([CH2:7][O:8][CH2:9][CH2:10][Si:11]([CH3:14])([CH3:13])[CH3:12])[N:5]=[CH:4][C:3]=1[N+:15]([O-])=O.[Cl-].[NH4+].C(N(CC)CC)C.[C:27]([O:31][C:32](O[C:32]([O:31][C:27]([CH3:30])([CH3:29])[CH3:28])=[O:33])=[O:33])([CH3:30])([CH3:29])[CH3:28], predict the reaction product. The product is: [I:1][C:2]1[N:6]([CH2:7][O:8][CH2:9][CH2:10][Si:11]([CH3:14])([CH3:13])[CH3:12])[N:5]=[CH:4][C:3]=1[NH:15][C:32](=[O:33])[O:31][C:27]([CH3:30])([CH3:29])[CH3:28]. (3) Given the reactants [F:1][C:2]1[C:10]2[C:9]([NH2:11])=[CH:8][C:7]([Sn](C)(C)C)=[CH:6][C:5]=2[N:4]([S:16]([C:19]2[CH:24]=[CH:23][CH:22]=[CH:21][CH:20]=2)(=[O:18])=[O:17])[N:3]=1.Br[C:26]1[CH:31]=[CH:30][N:29]=[C:28]2[N:32]([S:36]([C:39]3[CH:44]=[CH:43][CH:42]=[CH:41][CH:40]=3)(=[O:38])=[O:37])[C:33]([CH3:35])=[CH:34][C:27]=12, predict the reaction product. The product is: [F:1][C:2]1[C:10]2[C:9]([NH2:11])=[CH:8][C:7]([C:26]3[CH:31]=[CH:30][N:29]=[C:28]4[N:32]([S:36]([C:39]5[CH:44]=[CH:43][CH:42]=[CH:41][CH:40]=5)(=[O:37])=[O:38])[C:33]([CH3:35])=[CH:34][C:27]=34)=[CH:6][C:5]=2[N:4]([S:16]([C:19]2[CH:24]=[CH:23][CH:22]=[CH:21][CH:20]=2)(=[O:18])=[O:17])[N:3]=1.